From a dataset of Catalyst prediction with 721,799 reactions and 888 catalyst types from USPTO. Predict which catalyst facilitates the given reaction. (1) Reactant: O[CH2:2][CH2:3][Si:4]([CH3:14])([C:8]1[CH:13]=[CH:12][CH:11]=[CH:10][CH:9]=1)[CH2:5][CH2:6]O.C(N(CC)CC)C.S(Cl)(C)(=O)=O.[CH2:27]([NH2:34])[C:28]1[CH:33]=[CH:32][CH:31]=[CH:30][CH:29]=1. Product: [CH2:27]([N:34]1[CH2:6][CH2:5][Si:4]([CH3:14])([C:8]2[CH:13]=[CH:12][CH:11]=[CH:10][CH:9]=2)[CH2:3][CH2:2]1)[C:28]1[CH:33]=[CH:32][CH:31]=[CH:30][CH:29]=1. The catalyst class is: 46. (2) Reactant: [Cl:1][C:2]1[CH:11]=[CH:10][C:9]([O:12][CH2:13][CH2:14][CH2:15][C:16]([F:19])([F:18])[F:17])=[CH:8][C:3]=1[C:4]([O:6]C)=[O:5].[OH-].[Li+].Cl. Product: [Cl:1][C:2]1[CH:11]=[CH:10][C:9]([O:12][CH2:13][CH2:14][CH2:15][C:16]([F:17])([F:18])[F:19])=[CH:8][C:3]=1[C:4]([OH:6])=[O:5]. The catalyst class is: 5. (3) Reactant: [C:1]([C:3]1[N:8]=[C:7]([C:9]([NH:11][C@H:12]([C:14]2[CH:19]=[CH:18][C:17]([F:20])=[C:16]([F:21])[CH:15]=2)[CH3:13])=[O:10])[C:6](F)=[N:5][CH:4]=1)#[N:2].[Br:23][C:24]1[CH:29]=[CH:28][C:27]([C@H:30]([NH2:32])[CH3:31])=[CH:26][CH:25]=1.CCN(CC)CC. Product: [Br:23][C:24]1[CH:29]=[CH:28][C:27]([C@H:30]([NH:32][C:6]2[C:7]([C:9]([NH:11][C@H:12]([C:14]3[CH:19]=[CH:18][C:17]([F:20])=[C:16]([F:21])[CH:15]=3)[CH3:13])=[O:10])=[N:8][C:3]([C:1]#[N:2])=[CH:4][N:5]=2)[CH3:31])=[CH:26][CH:25]=1. The catalyst class is: 1. (4) Reactant: [CH3:1][O:2][C:3]([C:5]1[C:6]([O:14]C(OC)=O)=[N:7][S:8][C:9]=1[S:10]([CH3:13])(=[O:12])=[O:11])=[O:4].ClCCl.CO.S(=O)(=O)(O)O. Product: [CH3:1][O:2][C:3]([C:5]1[C:6]([OH:14])=[N:7][S:8][C:9]=1[S:10]([CH3:13])(=[O:12])=[O:11])=[O:4]. The catalyst class is: 6.